From a dataset of Forward reaction prediction with 1.9M reactions from USPTO patents (1976-2016). Predict the product of the given reaction. (1) Given the reactants [Cl:1][C:2]1[CH:3]=[CH:4][C:5]2[N:9]=[C:8]([C:10]3[CH:11]=[N:12][CH:13]=[CH:14][C:15]=3[CH:16]=[O:17])[N:7]([CH3:18])[C:6]=2[CH:19]=1.C[Mg+].[Br-].[CH2:23](OCC)C, predict the reaction product. The product is: [Cl:1][C:2]1[CH:3]=[CH:4][C:5]2[N:9]=[C:8]([C:10]3[CH:11]=[N:12][CH:13]=[CH:14][C:15]=3[CH:16]([OH:17])[CH3:23])[N:7]([CH3:18])[C:6]=2[CH:19]=1. (2) Given the reactants [CH3:1][C:2]1[C:6]([CH2:7][N:8]2[CH:12]=[C:11]([N:13]3[C:17](=[O:18])[CH2:16][NH:15][C:14]3=[O:19])[CH:10]=[N:9]2)=[C:5]([CH3:20])[O:4][N:3]=1.[O:21]1[C:25]2[CH:26]=[CH:27][C:28]([CH2:30]O)=[CH:29][C:24]=2[O:23][CH2:22]1, predict the reaction product. The product is: [O:21]1[C:25]2[CH:26]=[CH:27][C:28]([CH2:30][N:15]3[CH2:16][C:17](=[O:18])[N:13]([C:11]4[CH:10]=[N:9][N:8]([CH2:7][C:6]5[C:2]([CH3:1])=[N:3][O:4][C:5]=5[CH3:20])[CH:12]=4)[C:14]3=[O:19])=[CH:29][C:24]=2[O:23][CH2:22]1. (3) Given the reactants C(=O)([O-])[O-].[Cs+].[Cs+].I[CH:8]([CH3:10])[CH3:9].[CH3:11][O:12][C:13]1[CH:14]=[CH:15][C:16]([NH:22][C:23]2[N:27]([C:28]3[CH:33]=[CH:32][CH:31]=[CH:30][CH:29]=3)[N:26]=[CH:25][CH:24]=2)=[C:17]([CH:21]=1)[C:18]([OH:20])=[O:19], predict the reaction product. The product is: [CH3:11][O:12][C:13]1[CH:14]=[CH:15][C:16]([NH:22][C:23]2[N:27]([C:28]3[CH:33]=[CH:32][CH:31]=[CH:30][CH:29]=3)[N:26]=[CH:25][CH:24]=2)=[C:17]([CH:21]=1)[C:18]([O:20][CH:8]([CH3:10])[CH3:9])=[O:19].